From a dataset of Reaction yield outcomes from USPTO patents with 853,638 reactions. Predict the reaction yield, written as a fraction of the theoretical maximum amount of product (1.0 means a 100% yield; for example, 0.34 means a 34% yield). (1) The reactants are [CH3:1][C:2]1[CH:3]=[CH:4][CH:5]=[C:6]2[C:11]=1[C:10](=[O:12])[N:9]([C:13]1[CH:18]=[CH:17][CH:16]=[CH:15][C:14]=1[CH3:19])[C:8]([CH:20]=[O:21])=[CH:7]2.O.[CH2:23]1COCC1. No catalyst specified. The product is [OH:21][CH:20]([C:8]1[N:9]([C:13]2[CH:18]=[CH:17][CH:16]=[CH:15][C:14]=2[CH3:19])[C:10](=[O:12])[C:11]2[C:6]([CH:7]=1)=[CH:5][CH:4]=[CH:3][C:2]=2[CH3:1])[CH3:23]. The yield is 0.710. (2) The reactants are COC1C=C(OC)C=CC=1C[N:6]([C:30]1[CH:35]=[CH:34][N:33]=[CH:32][N:31]=1)[S:7]([C:10]1[C:15]([F:16])=[CH:14][C:13]([O:17][C@H:18]2[CH2:22][CH2:21][CH2:20][C@@H:19]2[C:23]2[N:27]([CH3:28])[N:26]=[CH:25][CH:24]=2)=[CH:12][C:11]=1[F:29])(=[O:9])=[O:8].C([SiH](CC)CC)C.FC(F)(F)C(O)=O. The catalyst is ClCCl. The product is [F:16][C:15]1[CH:14]=[C:13]([O:17][C@H:18]2[CH2:22][CH2:21][CH2:20][C@@H:19]2[C:23]2[N:27]([CH3:28])[N:26]=[CH:25][CH:24]=2)[CH:12]=[C:11]([F:29])[C:10]=1[S:7]([NH:6][C:30]1[CH:35]=[CH:34][N:33]=[CH:32][N:31]=1)(=[O:8])=[O:9]. The yield is 0.740.